This data is from Full USPTO retrosynthesis dataset with 1.9M reactions from patents (1976-2016). The task is: Predict the reactants needed to synthesize the given product. Given the product [CH3:27][C:26]1([C:5]2[CH:6]=[CH:7][CH:8]=[CH:9][C:4]=2[N+:1]([O-:3])=[O:2])[CH:34]2[CH:25]1[C:24](=[O:29])[N:23]([CH2:22][CH2:21][CH2:20][C:14]1[CH:15]=[CH:16][CH:17]=[CH:18][CH:19]=1)[C:35]2=[O:30], predict the reactants needed to synthesize it. The reactants are: [N+:1]([C:4]1[CH:5]=[C:6](C(=NN)C)[CH:7]=[CH:8][CH:9]=1)([O-:3])=[O:2].[C:14]1([CH2:20][CH2:21][CH2:22][N:23]2[CH2:27][C:26](=O)[CH2:25][C:24]2=[O:29])[CH:19]=[CH:18][CH:17]=[CH:16][CH:15]=1.[O:30]1[CH2:35][CH2:34]OCC1.